From a dataset of hERG potassium channel inhibition data for cardiac toxicity prediction from Karim et al.. Regression/Classification. Given a drug SMILES string, predict its toxicity properties. Task type varies by dataset: regression for continuous values (e.g., LD50, hERG inhibition percentage) or binary classification for toxic/non-toxic outcomes (e.g., AMES mutagenicity, cardiotoxicity, hepatotoxicity). Dataset: herg_karim. (1) The molecule is CN(c1ccccc1)S(=O)(=O)c1cccc(C(=O)N2CCN(C(=O)Cc3ccc(F)cc3)CC2)c1. The result is 1 (blocker). (2) The result is 0 (non-blocker). The molecule is O[C@H]1CC[C@H](Nc2ccc3ncc(-c4cccc(Cl)c4)n3n2)CC1.